From a dataset of Catalyst prediction with 721,799 reactions and 888 catalyst types from USPTO. Predict which catalyst facilitates the given reaction. (1) Reactant: [NH2:1][C:2]1[C:7]2=[C:8]([C:22]3[CH:27]=[CH:26][C:25]([NH:28][C:29]([NH:31][C:32]4[CH:37]=[C:36]([C:38]([F:41])([F:40])[F:39])[CH:35]=[CH:34][N:33]=4)=[O:30])=[CH:24][CH:23]=3)[C:9]([C:11]([NH:13][C@H:14]([C:17]([O:19][CH2:20][CH3:21])=[O:18])[CH2:15]O)=[O:12])=[CH:10][N:6]2[N:5]=[CH:4][N:3]=1.CCN(S(F)(F)F)CC.CC(C)=O.C(=O)=O.C1CCN2C(=NCCC2)CC1.BrC(Cl)(Cl)Cl. Product: [NH2:1][C:2]1[C:7]2=[C:8]([C:22]3[CH:23]=[CH:24][C:25]([NH:28][C:29]([NH:31][C:32]4[CH:37]=[C:36]([C:38]([F:41])([F:40])[F:39])[CH:35]=[CH:34][N:33]=4)=[O:30])=[CH:26][CH:27]=3)[C:9]([C:11]3[O:12][CH:15]=[C:14]([C:17]([O:19][CH2:20][CH3:21])=[O:18])[N:13]=3)=[CH:10][N:6]2[N:5]=[CH:4][N:3]=1. The catalyst class is: 674. (2) Reactant: CC1(C)C(C)(C)OB([C:9]2[CH:10]=[C:11]([C:14]3[CH:15]=[N:16][CH:17]=[CH:18][CH:19]=3)[O:12][CH:13]=2)O1.Br[C:22]1[N:27]=[C:26]([C:28]2[N:33]=[CH:32][CH:31]=[CH:30][N:29]=2)[CH:25]=[CH:24][CH:23]=1.C(=O)([O-])[O-].[Na+].[Na+].O. Product: [N:16]1[CH:17]=[CH:18][CH:19]=[C:14]([C:11]2[O:12][CH:13]=[C:9]([C:22]3[N:27]=[C:26]([C:28]4[N:29]=[CH:30][CH:31]=[CH:32][N:33]=4)[CH:25]=[CH:24][CH:23]=3)[CH:10]=2)[CH:15]=1. The catalyst class is: 77. (3) Reactant: [F:1][CH:2]([F:15])[CH2:3][CH2:4][O:5][C:6]1[CH:7]=[C:8]([CH:12]=[CH:13][CH:14]=1)[C:9](Cl)=[O:10].[Br-].[C:17]([C:19]1[C:24]([Zn+])=[CH:23][CH:22]=[CH:21][N:20]=1)#[N:18]. Product: [F:1][CH:2]([F:15])[CH2:3][CH2:4][O:5][C:6]1[CH:7]=[C:8]([CH:12]=[CH:13][CH:14]=1)[C:9]([C:24]1[C:19]([C:17]#[N:18])=[N:20][CH:21]=[CH:22][CH:23]=1)=[O:10]. The catalyst class is: 602.